Dataset: Forward reaction prediction with 1.9M reactions from USPTO patents (1976-2016). Task: Predict the product of the given reaction. (1) Given the reactants C(O)(C(F)(F)F)=O.C(O[C:13](=[O:35])[NH:14][C@@H:15]1[C:23]2[C:18](=[CH:19][CH:20]=[C:21]([N:24]=[C:25]3[CH2:29][CH2:28][C@H:27]([CH2:30][O:31][CH3:32])[N:26]3[CH3:33])[CH:22]=2)[CH2:17][C@H:16]1[OH:34])(C)(C)C.C(N(CC)CC)C.O=C1CCC(=O)N1OC([C:53]1[CH:58]=[CH:57][C:56]([C:59]2[CH:64]=[CH:63][CH:62]=[CH:61][CH:60]=2)=[CH:55][CH:54]=1)=O, predict the reaction product. The product is: [CH3:32][O:31][CH2:30][C@@H:27]1[N:26]([CH3:33])[C:25](=[N:24][C:21]2[CH:22]=[C:23]3[C:18]([CH2:17][C@@H:16]([OH:34])[C@@H:15]3[NH:14][C:13]([C:62]3[CH:63]=[CH:64][C:59]([C:56]4[CH:57]=[CH:58][CH:53]=[CH:54][CH:55]=4)=[CH:60][CH:61]=3)=[O:35])=[CH:19][CH:20]=2)[CH2:29][CH2:28]1. (2) Given the reactants [F:1][C:2]([F:24])([F:23])[C:3]1[CH:4]=[CH:5][C:6]([O:9][C:10]2[CH:11]=[C:12]3[C:17](=[CH:18][CH:19]=2)[N:16]=[C:15]([C:20]([OH:22])=O)[CH:14]=[CH:13]3)=[N:7][CH:8]=1.F[B-](F)(F)F.N1(OC(N(C)C)=[N+](C)C)C2C=CC=CC=2N=N1.C(N(CC)CC)C.[CH:54]1([N:58]2[CH2:63][CH2:62][NH:61][CH2:60][CH2:59]2)[CH2:57][CH2:56][CH2:55]1, predict the reaction product. The product is: [CH:54]1([N:58]2[CH2:63][CH2:62][N:61]([C:20]([C:15]3[CH:14]=[CH:13][C:12]4[C:17](=[CH:18][CH:19]=[C:10]([O:9][C:6]5[CH:5]=[CH:4][C:3]([C:2]([F:23])([F:1])[F:24])=[CH:8][N:7]=5)[CH:11]=4)[N:16]=3)=[O:22])[CH2:60][CH2:59]2)[CH2:57][CH2:56][CH2:55]1. (3) Given the reactants C([SiH](CC)CC)C.[Br:8][C:9]1[C:18]2[C:13](=[CH:14][CH:15]=[CH:16][CH:17]=2)[CH:12]=[C:11]([CH:19]([C:21]2[S:25][C:24]3[CH:26]=[CH:27][C:28]([CH2:30][CH3:31])=[CH:29][C:23]=3[CH:22]=2)O)[CH:10]=1.CO.O, predict the reaction product. The product is: [Br:8][C:9]1[C:18]2[C:13](=[CH:14][CH:15]=[CH:16][CH:17]=2)[CH:12]=[C:11]([CH2:19][C:21]2[S:25][C:24]3[CH:26]=[CH:27][C:28]([CH2:30][CH3:31])=[CH:29][C:23]=3[CH:22]=2)[CH:10]=1. (4) Given the reactants C(Cl)(=O)C(Cl)=O.[Cl:7][C:8]1[CH:16]=[CH:15][C:11]([C:12]([OH:14])=O)=[CH:10][C:9]=1[N+:17]([O-])=O.CN(C=O)C.[NH2:25][C:26]1[CH:31]=[CH:30][CH:29]=[CH:28][CH:27]=1, predict the reaction product. The product is: [NH2:17][C:9]1[CH:10]=[C:11]([CH:15]=[CH:16][C:8]=1[Cl:7])[C:12]([NH:25][C:26]1[CH:31]=[CH:30][CH:29]=[CH:28][CH:27]=1)=[O:14]. (5) Given the reactants Cl[C:2]1[CH:3]=[CH:4][C:5]([N+:9]([O-:11])=[O:10])=[C:6]([NH2:8])[CH:7]=1.[OH:12][CH:13]1[CH2:18][CH2:17][NH:16][CH2:15][CH2:14]1.C([O-])([O-])=O.[K+].[K+].O, predict the reaction product. The product is: [NH2:8][C:6]1[CH:7]=[C:2]([N:16]2[CH2:17][CH2:18][CH:13]([OH:12])[CH2:14][CH2:15]2)[CH:3]=[CH:4][C:5]=1[N+:9]([O-:11])=[O:10].